The task is: Regression. Given two drug SMILES strings and cell line genomic features, predict the synergy score measuring deviation from expected non-interaction effect.. This data is from NCI-60 drug combinations with 297,098 pairs across 59 cell lines. (1) Drug 1: CC1C(C(CC(O1)OC2CC(CC3=C2C(=C4C(=C3O)C(=O)C5=C(C4=O)C(=CC=C5)OC)O)(C(=O)C)O)N)O.Cl. Drug 2: CCN(CC)CCCC(C)NC1=C2C=C(C=CC2=NC3=C1C=CC(=C3)Cl)OC. Cell line: UO-31. Synergy scores: CSS=18.2, Synergy_ZIP=-3.74, Synergy_Bliss=5.51, Synergy_Loewe=-0.549, Synergy_HSA=6.34. (2) Drug 1: C1=NC2=C(N1)C(=S)N=C(N2)N. Drug 2: C1=CN(C=N1)CC(O)(P(=O)(O)O)P(=O)(O)O. Cell line: TK-10. Synergy scores: CSS=15.7, Synergy_ZIP=-8.13, Synergy_Bliss=-3.31, Synergy_Loewe=-4.20, Synergy_HSA=-1.28.